From a dataset of Forward reaction prediction with 1.9M reactions from USPTO patents (1976-2016). Predict the product of the given reaction. (1) Given the reactants Br[C:2]1[CH:3]=[CH:4][C:5]([O:8][CH:9]2[CH2:14][CH2:13][CH:12]([C:15]([O:17][CH2:18][CH3:19])=[O:16])[CH2:11][CH2:10]2)=[N:6][CH:7]=1.[B:20]1([B:20]2[O:24][C:23]([CH3:26])([CH3:25])[C:22]([CH3:28])([CH3:27])[O:21]2)[O:24][C:23]([CH3:26])([CH3:25])[C:22]([CH3:28])([CH3:27])[O:21]1.CC([O-])=O.[K+], predict the reaction product. The product is: [CH3:27][C:22]1([CH3:28])[C:23]([CH3:26])([CH3:25])[O:24][B:20]([C:2]2[CH:3]=[CH:4][C:5]([O:8][CH:9]3[CH2:14][CH2:13][CH:12]([C:15]([O:17][CH2:18][CH3:19])=[O:16])[CH2:11][CH2:10]3)=[N:6][CH:7]=2)[O:21]1. (2) Given the reactants [Cl:1][C:2]1[CH:7]=[CH:6][CH:5]=[CH:4][C:3]=1[N:8]([CH3:13])[CH2:9][C:10](O)=[O:11].C(Cl)(=O)C(Cl)=O.[NH2:20][NH:21][C:22]([NH2:24])=[S:23].N1C=CC=CC=1, predict the reaction product. The product is: [Cl:1][C:2]1[CH:7]=[CH:6][CH:5]=[CH:4][C:3]=1[N:8]([CH2:9][C:10]([NH:20][NH:21][C:22](=[S:23])[NH2:24])=[O:11])[CH3:13]. (3) Given the reactants [C:1]1([O:11][CH2:12][CH:13]2[CH2:15][O:14]2)[C:10]2[C:5](=[CH:6][CH:7]=[CH:8][CH:9]=2)[CH:4]=[CH:3][CH:2]=1.[CH3:16][N:17]1[CH2:22][CH2:21][NH:20][CH2:19][CH2:18]1, predict the reaction product. The product is: [CH3:16][N:17]1[CH2:22][CH2:21][N:20]([CH2:15][CH:13]([OH:14])[CH2:12][O:11][C:1]2[C:10]3[C:5](=[CH:6][CH:7]=[CH:8][CH:9]=3)[CH:4]=[CH:3][CH:2]=2)[CH2:19][CH2:18]1. (4) Given the reactants C(OC([N:11]1[CH2:20][C@@H:19]2[C@@:13]([NH:21][C:22]([O:24][C:25]([CH3:28])([CH3:27])[CH3:26])=[O:23])([CH2:14][C:15]3([CH2:18]2)[CH2:17][CH2:16]3)[CH2:12]1)=O)C1C=CC=CC=1.[H][H], predict the reaction product. The product is: [C:25]([O:24][C:22]([NH:21][C@@:13]12[CH2:14][C:15]3([CH2:16][CH2:17]3)[CH2:18][C@@H:19]1[CH2:20][NH:11][CH2:12]2)=[O:23])([CH3:28])([CH3:26])[CH3:27]. (5) Given the reactants [CH2:1]([C:5]1[N:6]=[C:7]2[CH:15]=[CH:14][CH:13]=[CH:12][N:8]2[C:9](=[O:11])[CH:10]=1)[CH2:2][CH2:3][CH3:4].[Br:16]N1C(=O)CCC1=O, predict the reaction product. The product is: [Br:16][C:10]1[C:9](=[O:11])[N:8]2[CH:12]=[CH:13][CH:14]=[CH:15][C:7]2=[N:6][C:5]=1[CH2:1][CH2:2][CH2:3][CH3:4]. (6) Given the reactants [C:1](=O)([O-])[O-].[K+].[K+].[CH:7]1([CH:12]([N:16]2[CH:20]=[C:19]([C:21]3[C:22]4[CH:29]=[CH:28][N:27]([CH2:30][O:31][CH2:32][CH2:33][Si:34]([CH3:37])([CH3:36])[CH3:35])[C:23]=4[N:24]=[CH:25][N:26]=3)[CH:18]=[N:17]2)[CH2:13][CH:14]=O)[CH2:11][CH2:10][CH2:9][CH2:8]1.[N+](=C(P(=O)(OC)OC)C(=O)C)=[N-], predict the reaction product. The product is: [CH:7]1([CH:12]([N:16]2[CH:20]=[C:19]([C:21]3[C:22]4[CH:29]=[CH:28][N:27]([CH2:30][O:31][CH2:32][CH2:33][Si:34]([CH3:37])([CH3:35])[CH3:36])[C:23]=4[N:24]=[CH:25][N:26]=3)[CH:18]=[N:17]2)[CH2:13][C:14]#[CH:1])[CH2:11][CH2:10][CH2:9][CH2:8]1. (7) Given the reactants F[C:2]1[CH:7]=[C:6]([C:8]2[CH:9]=[C:10]3[C:16](I)=[CH:15][N:14]([S:18]([C:21]4[CH:27]=[CH:26][C:24]([CH3:25])=[CH:23][CH:22]=4)(=[O:20])=[O:19])[C:11]3=[N:12][CH:13]=2)[CH:5]=[CH:4][C:3]=1[CH:28]1[CH2:33][CH2:32][N:31]([C:34]([O:36][C:37]([CH3:40])([CH3:39])[CH3:38])=[O:35])[CH2:30][CH2:29]1.[F:41][C:42]1[CH:43]=[C:44]([CH:61]=[CH:62][CH:63]=1)[CH2:45][N:46]1[CH:50]=[C:49](C2OC(C)(C)C(C)(C)O2)[C:48]([CH3:60])=[N:47]1.C(=O)([O-])[O-].[Na+].[Na+], predict the reaction product. The product is: [F:41][C:42]1[CH:43]=[C:44]([CH:61]=[CH:62][CH:63]=1)[CH2:45][N:46]1[CH:50]=[C:49]([C:16]2[C:10]3[C:11](=[N:12][CH:13]=[C:8]([C:6]4[CH:7]=[CH:2][C:3]([CH:28]5[CH2:29][CH2:30][N:31]([C:34]([O:36][C:37]([CH3:39])([CH3:40])[CH3:38])=[O:35])[CH2:32][CH2:33]5)=[CH:4][CH:5]=4)[CH:9]=3)[N:14]([S:18]([C:21]3[CH:27]=[CH:26][C:24]([CH3:25])=[CH:23][CH:22]=3)(=[O:20])=[O:19])[CH:15]=2)[C:48]([CH3:60])=[N:47]1. (8) The product is: [CH:26]1([O:1][C:2]2[C:7]3[C:8]([O:11][CH2:12][CH:13]4[CH2:14][CH2:15][N:16]([C:19]([O:21][C:22]([CH3:25])([CH3:24])[CH3:23])=[O:20])[CH2:17][CH2:18]4)=[N:9][O:10][C:6]=3[CH:5]=[CH:4][CH:3]=2)[CH2:30][CH2:29][CH2:28][CH2:27]1. Given the reactants [OH:1][C:2]1[C:7]2[C:8]([O:11][CH2:12][CH:13]3[CH2:18][CH2:17][N:16]([C:19]([O:21][C:22]([CH3:25])([CH3:24])[CH3:23])=[O:20])[CH2:15][CH2:14]3)=[N:9][O:10][C:6]=2[CH:5]=[CH:4][CH:3]=1.[CH:26]1(O)[CH2:30][CH2:29][CH2:28][CH2:27]1.OCCC1CCN(C(OC(C)(C)C)=O)CC1, predict the reaction product. (9) The product is: [Cl:30][C:18]1[CH:17]=[C:16]([NH:15][C:13]2[C:14]3[N:6]([CH2:5][CH2:4][NH:3][C:54](=[O:37])[CH2:55][S:35][CH2:34][CH3:33])[CH:7]=[CH:8][C:9]=3[N:10]=[CH:11][N:12]=2)[CH:21]=[CH:20][C:19]=1[O:22][C:23]1[CH:28]=[CH:27][CH:26]=[C:25]([Cl:29])[CH:24]=1. Given the reactants Cl.Cl.[NH2:3][CH2:4][CH2:5][N:6]1[C:14]2[C:13]([NH:15][C:16]3[CH:21]=[CH:20][C:19]([O:22][C:23]4[CH:28]=[CH:27][CH:26]=[C:25]([Cl:29])[CH:24]=4)=[C:18]([Cl:30])[CH:17]=3)=[N:12][CH:11]=[N:10][C:9]=2[CH:8]=[CH:7]1.C([CH2:33][C:34](O)=[S:35])C.[OH:37]N1C2C=CC=CC=2N=N1.Cl.C(N=C=NC[CH2:54][CH2:55]N(C)C)C, predict the reaction product.